Predict the reactants needed to synthesize the given product. From a dataset of Full USPTO retrosynthesis dataset with 1.9M reactions from patents (1976-2016). Given the product [C:32]([C:31]1[CH:30]=[C:29]([CH:36]=[CH:35][CH:34]=1)[CH2:28][O:24][CH2:23][C@H:10]1[C@H:9]([C:4]2[CH:5]=[CH:6][C:7]([Cl:8])=[C:2]([Cl:1])[CH:3]=2)[O:15][CH2:14][CH2:13][N:12]([C:16]([O:18][C:19]([CH3:20])([CH3:21])[CH3:22])=[O:17])[CH2:11]1)#[N:33], predict the reactants needed to synthesize it. The reactants are: [Cl:1][C:2]1[CH:3]=[C:4]([C@@H:9]2[O:15][CH2:14][CH2:13][N:12]([C:16]([O:18][C:19]([CH3:22])([CH3:21])[CH3:20])=[O:17])[CH2:11][C@H:10]2[CH2:23][OH:24])[CH:5]=[CH:6][C:7]=1[Cl:8].[H-].[Na+].Br[CH2:28][C:29]1[CH:30]=[C:31]([CH:34]=[CH:35][CH:36]=1)[C:32]#[N:33].O.